From a dataset of Full USPTO retrosynthesis dataset with 1.9M reactions from patents (1976-2016). Predict the reactants needed to synthesize the given product. (1) Given the product [C:1]([O:5][C:6]([NH:8][CH:9]1[CH2:10][CH2:11][CH:12]([N:15]([CH2:39][CH3:40])[C:16]2[CH:17]=[C:18]([CH:31]=[C:32]([C:35]([O:37][CH3:38])=[O:36])[C:33]=2[CH3:34])[O:19][CH:20]2[CH2:21][N:22]([C:24]([O:26][C:27]([CH3:29])([CH3:30])[CH3:28])=[O:25])[CH2:23]2)[CH2:13][CH2:14]1)=[O:7])([CH3:2])([CH3:3])[CH3:4], predict the reactants needed to synthesize it. The reactants are: [C:1]([O:5][C:6]([NH:8][CH:9]1[CH2:14][CH2:13][CH:12]([NH:15][C:16]2[CH:17]=[C:18]([CH:31]=[C:32]([C:35]([O:37][CH3:38])=[O:36])[C:33]=2[CH3:34])[O:19][CH:20]2[CH2:23][N:22]([C:24]([O:26][C:27]([CH3:30])([CH3:29])[CH3:28])=[O:25])[CH2:21]2)[CH2:11][CH2:10]1)=[O:7])([CH3:4])([CH3:3])[CH3:2].[CH:39](=O)[CH3:40].C(O)(=O)C.C(O[BH-](OC(=O)C)OC(=O)C)(=O)C.[Na+]. (2) Given the product [CH3:1][N:2]1[CH:6]=[CH:5][N:4]=[C:3]1[S:18][C:12]1[CH:17]=[CH:16][CH:15]=[CH:14][CH:13]=1, predict the reactants needed to synthesize it. The reactants are: [CH3:1][N:2]1[CH:6]=[CH:5][N:4]=[CH:3]1.[Li]CCCC.[C:12]1([S:18][S:18][C:12]2[CH:17]=[CH:16][CH:15]=[CH:14][CH:13]=2)[CH:17]=[CH:16][CH:15]=[CH:14][CH:13]=1.O. (3) Given the product [Cl:15][C:16]1[CH:17]=[CH:18][C:19]([CH:22]([C:38]2[CH:39]=[CH:40][CH:41]=[CH:42][CH:43]=2)[N:23]2[CH2:24][CH2:25][NH:26][CH2:27][CH2:28]2)=[CH:20][CH:21]=1, predict the reactants needed to synthesize it. The reactants are: C1(N)C(F)=C(F)C(F)=C(N)C=1F.Cl.Cl.[Cl:15][C:16]1[CH:21]=[CH:20][C:19]([CH:22]([C:38]2[CH:43]=[CH:42][CH:41]=[CH:40][CH:39]=2)[N:23]2[CH2:28][CH2:27][N:26](CCOCCOCCO)[CH2:25][CH2:24]2)=[CH:18][CH:17]=1. (4) Given the product [C:15]1([NH:19][C:20]2[C:21]([SH:26])=[N:22][CH:23]=[CH:24][CH:25]=2)[CH:16]=[CH:17][CH:18]=[C:13]([NH:12][C:11]2[C:6]([SH:5])=[N:7][CH:8]=[CH:9][CH:10]=2)[CH:14]=1, predict the reactants needed to synthesize it. The reactants are: C[S-].[Na+].C[S:5][C:6]1[C:11]([NH:12][C:13]2[CH:18]=[CH:17][CH:16]=[C:15]([NH:19][C:20]3[C:21]([S:26]C)=[N:22][CH:23]=[CH:24][CH:25]=3)[CH:14]=2)=[CH:10][CH:9]=[CH:8][N:7]=1. (5) Given the product [C:8]([C:7]1[CH:6]=[CH:5][C:4]([N:10]2[C:18]3[CH2:17][CH2:16][CH2:15][CH2:14][C:13]=3[C:12]([C:19]([NH2:21])=[O:20])=[N:11]2)=[CH:3][C:2]=1[C:23]#[C:22][C@:24]1([OH:31])[CH2:28][CH2:27][N:26]([CH3:29])[C:25]1=[O:30])#[N:9], predict the reactants needed to synthesize it. The reactants are: Br[C:2]1[CH:3]=[C:4]([N:10]2[C:18]3[CH2:17][CH2:16][CH2:15][CH2:14][C:13]=3[C:12]([C:19]([NH2:21])=[O:20])=[N:11]2)[CH:5]=[CH:6][C:7]=1[C:8]#[N:9].[C:22]([C@:24]1([OH:31])[CH2:28][CH2:27][N:26]([CH3:29])[C:25]1=[O:30])#[CH:23]. (6) The reactants are: Br[CH2:2][C:3]([C:5]1[CH:10]=[CH:9][C:8]([Br:11])=[CH:7][CH:6]=1)=O.P12(SP3(SP(SP(S3)(S1)=S)(=S)S2)=S)=[S:13].[CH:26]([NH2:28])=O. Given the product [Br:11][C:8]1[CH:9]=[CH:10][C:5]([C:3]2[N:28]=[CH:26][S:13][CH:2]=2)=[CH:6][CH:7]=1, predict the reactants needed to synthesize it. (7) Given the product [Cl:1][C:2]1[CH:3]=[C:4]([CH:10]=[C:11]([CH2:15][CH3:16])[C:12]=1[CH2:13][N:28]1[CH2:29][CH2:30][CH2:31][C@H:26]([N:18]([CH3:17])[C:19]([O:20][C:21]([CH3:23])([CH3:22])[CH3:24])=[O:25])[CH2:27]1)[C:5]([O:7][CH2:8][CH3:9])=[O:6], predict the reactants needed to synthesize it. The reactants are: [Cl:1][C:2]1[CH:3]=[C:4]([CH:10]=[C:11]([CH2:15][CH3:16])[C:12]=1[CH:13]=O)[C:5]([O:7][CH2:8][CH3:9])=[O:6].[CH3:17][N:18]([C@H:26]1[CH2:31][CH2:30][CH2:29][NH:28][CH2:27]1)[C:19](=[O:25])[O:20][C:21]([CH3:24])([CH3:23])[CH3:22]. (8) Given the product [C:22]([C:24]1[O:28][C:27]([C:29]([NH:1][C:2]2[CH:7]=[CH:6][C:5]([NH:8][C:9]([CH2:11][O:12][C:13](=[O:15])[CH3:14])=[O:10])=[CH:4][C:3]=2[N:16]2[CH2:21][CH2:20][CH2:19][CH2:18][CH2:17]2)=[O:30])=[CH:26][CH:25]=1)#[N:23], predict the reactants needed to synthesize it. The reactants are: [NH2:1][C:2]1[CH:7]=[CH:6][C:5]([NH:8][C:9]([CH2:11][O:12][C:13](=[O:15])[CH3:14])=[O:10])=[CH:4][C:3]=1[N:16]1[CH2:21][CH2:20][CH2:19][CH2:18][CH2:17]1.[C:22]([C:24]1[O:28][C:27]([C:29](Cl)=[O:30])=[CH:26][CH:25]=1)#[N:23].CCN(C(C)C)C(C)C. (9) The reactants are: [Cl:1][C:2]1[CH:3]=[CH:4][C:5]([CH:24]=[O:25])=[C:6]2[C:10]=1[N:9]=[C:8]1[N:11]([C:15]3[C:20]([Cl:21])=[CH:19][C:18]([Cl:22])=[CH:17][C:16]=3[Cl:23])[CH2:12][CH2:13][CH2:14][N:7]21.C[Si](C)(C)[C:28]([F:31])([F:30])[F:29].[F-].C([N+](CCCC)(CCCC)CCCC)CCC.Cl. Given the product [Cl:1][C:2]1[C:10]2[N:9]=[C:8]3[N:11]([C:15]4[C:20]([Cl:21])=[CH:19][C:18]([Cl:22])=[CH:17][C:16]=4[Cl:23])[CH2:12][CH2:13][CH2:14][N:7]3[C:6]=2[C:5]([CH:24]([OH:25])[C:28]([F:31])([F:30])[F:29])=[CH:4][CH:3]=1, predict the reactants needed to synthesize it.